This data is from Peptide-MHC class II binding affinity with 134,281 pairs from IEDB. The task is: Regression. Given a peptide amino acid sequence and an MHC pseudo amino acid sequence, predict their binding affinity value. This is MHC class II binding data. (1) The binding affinity (normalized) is 0.662. The peptide sequence is KDYIALNEDLRSYTA. The MHC is DRB3_0202 with pseudo-sequence DRB3_0202. (2) The peptide sequence is FVVTGRVYCDPCRAG. The MHC is HLA-DPA10201-DPB11401 with pseudo-sequence HLA-DPA10201-DPB11401. The binding affinity (normalized) is 0. (3) The peptide sequence is IARLPQVASYVYRRI. The MHC is DRB1_0401 with pseudo-sequence DRB1_0401. The binding affinity (normalized) is 0.575. (4) The MHC is DRB1_0802 with pseudo-sequence DRB1_0802. The binding affinity (normalized) is 0.0992. The peptide sequence is TRSAYERMCNILKGK. (5) The peptide sequence is LVQDDVIPANWKPDT. The MHC is HLA-DQA10501-DQB10201 with pseudo-sequence HLA-DQA10501-DQB10201. The binding affinity (normalized) is 0.0627. (6) The peptide sequence is THFTTWTSIPTLAAQ. The MHC is DRB4_0101 with pseudo-sequence DRB4_0103. The binding affinity (normalized) is 0.402. (7) The peptide sequence is KNVFDDVVPEKYTIG. The MHC is HLA-DQA10104-DQB10503 with pseudo-sequence HLA-DQA10104-DQB10503. The binding affinity (normalized) is 0.